Dataset: Catalyst prediction with 721,799 reactions and 888 catalyst types from USPTO. Task: Predict which catalyst facilitates the given reaction. (1) Reactant: [C:1]([C:3]1[CH:8]=[CH:7][C:6]([NH:9][CH:10]([C:16]2[CH:21]=[C:20]([CH:22]([CH3:24])[CH3:23])[C:19]([O:25]C(C)C)=[CH:18][C:17]=2[CH3:29])[C:11]([O:13][CH2:14][CH3:15])=[O:12])=[CH:5][CH:4]=1)#[N:2].B(Br)(Br)Br.C([O-])([O-])=O.[Cs+].[Cs+].I[CH2:41][C:42]([NH2:44])=[O:43].OS([O-])(=O)=O.[K+]. Product: [C:1]([C:3]1[CH:8]=[CH:7][C:6]([NH:9][CH:10]([C:16]2[CH:21]=[C:20]([CH:22]([CH3:23])[CH3:24])[C:19]([O:25][CH2:41][C:42](=[O:43])[NH2:44])=[CH:18][C:17]=2[CH3:29])[C:11]([O:13][CH2:14][CH3:15])=[O:12])=[CH:5][CH:4]=1)#[N:2]. The catalyst class is: 2. (2) Reactant: [CH2:1]([N:4]1[C:16]2[C:15]3[CH:14]=[CH:13][CH:12]=[CH:11][C:10]=3[N:9]=[CH:8][C:7]=2[N:6]=[C:5]1[CH2:17][O:18][CH2:19][CH3:20])[CH:2]=[CH2:3].Cl.[CH3:22][NH:23][OH:24].[C:25](=O)(O)[O-].[Na+].C=O. Product: [CH2:19]([O:18][CH2:17][C:5]1[N:4]([CH2:1][CH:2]2[O:24][N:23]([CH3:25])[CH2:22][CH2:3]2)[C:16]2[C:15]3[CH:14]=[CH:13][CH:12]=[CH:11][C:10]=3[N:9]=[CH:8][C:7]=2[N:6]=1)[CH3:20]. The catalyst class is: 11. (3) Reactant: [Br:1][C:2]1[CH:23]=[C:22](/[CH:24]=[CH:25]/[CH:26]([C:31]2[CH:36]=[C:35]([Cl:37])[C:34]([Cl:38])=[C:33]([Cl:39])[CH:32]=2)[C:27]([F:30])([F:29])[F:28])[CH:21]=[CH:20][C:3]=1[C:4]([NH:6][CH:7]1[CH2:12][CH2:11][N:10](C(OC(C)(C)C)=O)[CH2:9][CH2:8]1)=[O:5]. Product: [Br:1][C:2]1[CH:23]=[C:22](/[CH:24]=[CH:25]/[CH:26]([C:31]2[CH:32]=[C:33]([Cl:39])[C:34]([Cl:38])=[C:35]([Cl:37])[CH:36]=2)[C:27]([F:30])([F:28])[F:29])[CH:21]=[CH:20][C:3]=1[C:4]([NH:6][CH:7]1[CH2:12][CH2:11][NH:10][CH2:9][CH2:8]1)=[O:5]. The catalyst class is: 89. (4) Reactant: [CH2:1]([O:8][C:9]1[CH:15]=[C:14]([Br:16])[CH:13]=[C:12]([N+:17]([O-:19])=[O:18])[C:10]=1[NH2:11])[C:2]1[CH:7]=[CH:6][CH:5]=[CH:4][CH:3]=1.[F:20][C:21]([F:32])([F:31])[C:22](O[C:22](=[O:23])[C:21]([F:32])([F:31])[F:20])=[O:23]. Product: [CH2:1]([O:8][C:9]1[CH:15]=[C:14]([Br:16])[CH:13]=[C:12]([N+:17]([O-:19])=[O:18])[C:10]=1[NH:11][C:22](=[O:23])[C:21]([F:32])([F:31])[F:20])[C:2]1[CH:7]=[CH:6][CH:5]=[CH:4][CH:3]=1. The catalyst class is: 12. (5) Reactant: [CH3:1][O:2][C:3]1[N:8]=[C:7]([O:9][S:10]([C:13]([F:16])([F:15])[F:14])(=[O:12])=[O:11])[CH:6]=[C:5](S(C(F)(F)F)(=O)=O)[N:4]=1.[F:24][C:25]([F:37])([F:36])[O:26][C:27]1[CH:32]=[CH:31][C:30]([CH2:33][CH2:34][NH2:35])=[CH:29][CH:28]=1.CCN(C(C)C)C(C)C. Product: [CH3:1][O:2][C:3]1[N:8]=[C:7]([O:9][S:10]([C:13]([F:14])([F:15])[F:16])(=[O:11])=[O:12])[CH:6]=[C:5]([NH:35][CH2:34][CH2:33][C:30]2[CH:29]=[CH:28][C:27]([O:26][C:25]([F:24])([F:36])[F:37])=[CH:32][CH:31]=2)[N:4]=1. The catalyst class is: 2. (6) Reactant: [Br:1][C:2]1[C:3](O)=[C:4]([CH3:10])[C:5]([CH3:9])=[C:6]([OH:8])[CH:7]=1.[CH2:12](Br)[C:13]1[CH:18]=[CH:17][CH:16]=[CH:15][CH:14]=1.[C:20](=[O:23])([O-])[O-].[K+].[K+].[I-].[Na+]. Product: [Br:1][C:2]1[C:3]([O:23][CH2:20][C:2]2[CH:3]=[CH:4][CH:5]=[CH:6][CH:7]=2)=[C:4]([CH3:10])[C:5]([CH3:9])=[C:6]([O:8][CH2:12][C:13]2[CH:18]=[CH:17][CH:16]=[CH:15][CH:14]=2)[CH:7]=1. The catalyst class is: 21. (7) Reactant: I[C:2]1[CH:33]=[CH:32][CH:31]=[CH:30][C:3]=1[C:4]([NH:6][C:7]1[CH:12]=[CH:11][C:10]([N:13]2[C:19](=[O:20])[CH2:18][C:17](=[O:21])[NH:16][C:15]3[C:22]4[C:27]([CH:28]=[CH:29][C:14]2=3)=[CH:26][CH:25]=[CH:24][CH:23]=4)=[CH:9][CH:8]=1)=[O:5].[CH2:34]([Sn](CCCC)(CCCC)CCCC)[CH:35]=[CH2:36].C(#N)C. Product: [CH:34]([C:2]1[CH:33]=[CH:32][CH:31]=[CH:30][C:3]=1[C:4]([NH:6][C:7]1[CH:12]=[CH:11][C:10]([N:13]2[C:19](=[O:20])[CH2:18][C:17](=[O:21])[NH:16][C:15]3[C:22]4[C:27]([CH:28]=[CH:29][C:14]2=3)=[CH:26][CH:25]=[CH:24][CH:23]=4)=[CH:9][CH:8]=1)=[O:5])=[CH:35][CH3:36]. The catalyst class is: 11.